From a dataset of Full USPTO retrosynthesis dataset with 1.9M reactions from patents (1976-2016). Predict the reactants needed to synthesize the given product. (1) Given the product [C:19]([C:23]1[N:28]=[C:27]([N:29]2[CH2:30][CH2:31][N:32]([CH2:15][CH2:16][CH2:17][N:12]3[CH:11]=[C:2]([CH3:1])[C:3]([SH:4])=[N:5][C:6]3=[O:10])[CH2:33][CH2:34]2)[CH:26]=[C:25]([C:39]([F:40])([F:41])[F:42])[N:24]=1)([CH3:22])([CH3:20])[CH3:21], predict the reactants needed to synthesize it. The reactants are: [CH3:1]/[C:2](=[CH:11]\[N:12]1[CH2:17][CH2:16][CH2:15]CC1)/[C:3]([NH:5][C:6](=[O:10])OCC)=[S:4].Cl.[C:19]([C:23]1[N:28]=[C:27]([N:29]2[CH2:34][CH2:33][N:32](CCCN)[CH2:31][CH2:30]2)[CH:26]=[C:25]([C:39]([F:42])([F:41])[F:40])[N:24]=1)([CH3:22])([CH3:21])[CH3:20].CN1CCOCC1. (2) Given the product [CH3:27][N:28]([CH3:38])[C:29]1[CH:34]=[CH:33][C:32]([C:2]2[N:11]=[C:10]([NH:12][CH:13]([C:21]3[CH:26]=[CH:25][CH:24]=[CH:23][CH:22]=3)[CH2:14][C:15]3[CH:20]=[CH:19][CH:18]=[CH:17][CH:16]=3)[C:9]3[C:4](=[CH:5][CH:6]=[CH:7][CH:8]=3)[N:3]=2)=[CH:31][CH:30]=1, predict the reactants needed to synthesize it. The reactants are: Cl[C:2]1[N:11]=[C:10]([NH:12][CH:13]([C:21]2[CH:26]=[CH:25][CH:24]=[CH:23][CH:22]=2)[CH2:14][C:15]2[CH:20]=[CH:19][CH:18]=[CH:17][CH:16]=2)[C:9]2[C:4](=[CH:5][CH:6]=[CH:7][CH:8]=2)[N:3]=1.[CH3:27][N:28]([CH3:38])[C:29]1[CH:34]=[CH:33][C:32](B(O)O)=[CH:31][CH:30]=1.C1(C(C2C=CC=CN=2)CNC2C3C(=CC=CC=3)N=C(C3C=CC(NS(C)(=O)=O)=CC=3)N=2)C=CC=CC=1.